Dataset: Forward reaction prediction with 1.9M reactions from USPTO patents (1976-2016). Task: Predict the product of the given reaction. (1) Given the reactants [CH2:1]([C:9]1[CH:15]=[CH:14][C:12]([NH2:13])=[CH:11][CH:10]=1)[CH2:2][CH2:3][CH2:4][CH2:5][CH2:6][CH2:7][CH3:8].[CH3:16][C:17]1([CH3:24])[O:22][CH2:21][C:20](=O)[CH2:19][O:18]1.[BH-](OC(C)=O)(OC(C)=O)OC(C)=O.[Na+].CC(O)=O, predict the reaction product. The product is: [CH3:16][C:17]1([CH3:24])[O:22][CH2:21][CH:20]([NH:13][C:12]2[CH:11]=[CH:10][C:9]([CH2:1][CH2:2][CH2:3][CH2:4][CH2:5][CH2:6][CH2:7][CH3:8])=[CH:15][CH:14]=2)[CH2:19][O:18]1. (2) Given the reactants Cl[C:2]1[N:11]=[CH:10][C:9]2[N:8]3[CH:12]=[N:13][C:14]([C:15]#[N:16])=[C:7]3[C@@H:6]([CH2:17][CH3:18])[N:5]([CH:19]([CH3:21])[CH3:20])[C:4]=2[N:3]=1.[NH2:22][C:23]1[CH:24]=[C:25]([CH:29]=[CH:30][C:31]=1[O:32][CH3:33])[C:26]([OH:28])=[O:27].Cl, predict the reaction product. The product is: [C:15]([C:14]1[N:13]=[CH:12][N:8]2[C:7]=1[C@@H:6]([CH2:17][CH3:18])[N:5]([CH:19]([CH3:21])[CH3:20])[C:4]1[N:3]=[C:2]([NH:22][C:23]3[CH:24]=[C:25]([CH:29]=[CH:30][C:31]=3[O:32][CH3:33])[C:26]([OH:28])=[O:27])[N:11]=[CH:10][C:9]2=1)#[N:16]. (3) Given the reactants [Cl:1][C:2]1[CH:3]=[N:4][CH:5]=[C:6]([C:8]#[CH:9])[CH:7]=1.[Br:10][C:11]1[CH:16]=[C:15](I)[CH:14]=[CH:13][C:12]=1[F:18].C(N(CC)CC)C, predict the reaction product. The product is: [Br:10][C:11]1[CH:16]=[C:15]([C:9]#[C:8][C:6]2[CH:5]=[N:4][CH:3]=[C:2]([Cl:1])[CH:7]=2)[CH:14]=[CH:13][C:12]=1[F:18].